Dataset: Reaction yield outcomes from USPTO patents with 853,638 reactions. Task: Predict the reaction yield, written as a fraction of the theoretical maximum amount of product (1.0 means a 100% yield; for example, 0.34 means a 34% yield). (1) The reactants are [Cl:1][C:2]1[CH:3]=[C:4]([C:23]#[CH:24])[CH:5]=[C:6]2[C:10]=1[C:9](=[O:11])[N:8]([CH2:12][C:13]1[CH:18]=[CH:17][C:16]([C:19]([F:22])([F:21])[F:20])=[CH:15][CH:14]=1)[CH2:7]2.[H][H].CCCCCC.C(OCC)(=O)C. The catalyst is [Pd].C(O)C. The product is [Cl:1][C:2]1[CH:3]=[C:4]([CH2:23][CH3:24])[CH:5]=[C:6]2[C:10]=1[C:9](=[O:11])[N:8]([CH2:12][C:13]1[CH:14]=[CH:15][C:16]([C:19]([F:22])([F:20])[F:21])=[CH:17][CH:18]=1)[CH2:7]2. The yield is 0.430. (2) The reactants are [C:9](O[C:9]([O:11][C:12]([CH3:15])([CH3:14])[CH3:13])=[O:10])([O:11][C:12]([CH3:15])([CH3:14])[CH3:13])=[O:10].[Si:16]([O:33][CH2:34][C@H:35]1[NH:39][C:38](=[O:40])[CH2:37][CH2:36]1)([C:29]([CH3:32])([CH3:31])[CH3:30])([C:23]1[CH:28]=[CH:27][CH:26]=[CH:25][CH:24]=1)[C:17]1[CH:22]=[CH:21][CH:20]=[CH:19][CH:18]=1.CCN(CC)CC. The catalyst is CN(C1C=CN=CC=1)C.C(Cl)Cl. The product is [Si:16]([O:33][CH2:34][C@@H:35]1[CH2:36][CH2:37][C:38](=[O:40])[N:39]1[C:9]([O:11][C:12]([CH3:13])([CH3:14])[CH3:15])=[O:10])([C:29]([CH3:32])([CH3:30])[CH3:31])([C:23]1[CH:28]=[CH:27][CH:26]=[CH:25][CH:24]=1)[C:17]1[CH:22]=[CH:21][CH:20]=[CH:19][CH:18]=1. The yield is 0.820. (3) The reactants are [H-].[Na+].[Cl:3][C:4]1[CH:9]=[CH:8][C:7]([C:10]2[O:11][C:12]3[CH:18]=[CH:17][C:16]([NH:19][C:20](=[O:23])[CH2:21][CH3:22])=[CH:15][C:13]=3[N:14]=2)=[CH:6][CH:5]=1.[CH3:24]I. The catalyst is CN(C)C=O.C(OCC)(=O)C. The product is [Cl:3][C:4]1[CH:5]=[CH:6][C:7]([C:10]2[O:11][C:12]3[CH:18]=[CH:17][C:16]([N:19]([CH3:24])[C:20](=[O:23])[CH2:21][CH3:22])=[CH:15][C:13]=3[N:14]=2)=[CH:8][CH:9]=1. The yield is 0.350. (4) The reactants are [C:1]([O:5][C:6](=[O:27])[NH:7][C:8]1[CH:13]=[CH:12][CH:11]=[CH:10][C:9]=1[NH:14][C:15](=[O:26])[C:16]1[CH:21]=[CH:20][C:19]([CH:22](N)[CH2:23][OH:24])=[CH:18][CH:17]=1)([CH3:4])([CH3:3])[CH3:2].[CH3:28][O:29][C:30]1[CH:31]=[C:32]([CH:36]=[CH:37][C:38]=1[O:39][CH3:40])[C:33](Cl)=[O:34].CC[N:43](CC)CC.[NH4+].[Cl-]. The catalyst is C(Cl)Cl. The product is [C:1]([O:5][C:6](=[O:27])[NH:7][C:8]1[CH:13]=[CH:12][CH:11]=[CH:10][C:9]=1[NH:14][C:15](=[O:26])[C:16]1[CH:21]=[CH:20][C:19]([CH2:22][CH:23]([NH:43][C:33](=[O:34])[C:32]2[CH:36]=[CH:37][C:38]([O:39][CH3:40])=[C:30]([O:29][CH3:28])[CH:31]=2)[OH:24])=[CH:18][CH:17]=1)([CH3:4])([CH3:2])[CH3:3]. The yield is 0.710. (5) The reactants are [O:1]=[C:2]1[C:7]([CH2:8][C:9]2[CH:14]=[CH:13][C:12]([C:15]3[C:16]([C:21]#[N:22])=[CH:17][CH:18]=[CH:19][CH:20]=3)=[CH:11][CH:10]=2)=[C:6]([CH2:23][CH2:24][CH3:25])[N:5]2[N:26]=[CH:27][N:28]=[C:4]2[N:3]1[CH:29]1[CH2:34][CH2:33][C:32](=[O:35])[CH2:31][CH2:30]1.[CH3:36][C:37]([CH3:42])([CH2:40]O)[CH2:38][OH:39]. The catalyst is O.C1(C)C=CC(S(O)(=O)=O)=CC=1.C1(C)C=CC=CC=1. The product is [CH3:36][C:37]1([CH3:42])[CH2:38][O:39][C:32]2([CH2:31][CH2:30][CH:29]([N:3]3[C:2](=[O:1])[C:7]([CH2:8][C:9]4[CH:10]=[CH:11][C:12]([C:15]5[C:16]([C:21]#[N:22])=[CH:17][CH:18]=[CH:19][CH:20]=5)=[CH:13][CH:14]=4)=[C:6]([CH2:23][CH2:24][CH3:25])[N:5]4[N:26]=[CH:27][N:28]=[C:4]34)[CH2:34][CH2:33]2)[O:35][CH2:40]1. The yield is 1.00. (6) The reactants are [CH3:1][O:2][C:3]1[CH:4]=[C:5]2[C:10](=[CH:11][CH:12]=1)[N:9]=[C:8]([NH:13][CH2:14][CH2:15][O:16][CH3:17])[C:7]([CH2:18]O)=[CH:6]2.O=S(Cl)[Cl:22]. The catalyst is C(Cl)Cl. The product is [ClH:22].[Cl:22][CH2:18][C:7]1[C:8]([NH:13][CH2:14][CH2:15][O:16][CH3:17])=[N:9][C:10]2[C:5]([CH:6]=1)=[CH:4][C:3]([O:2][CH3:1])=[CH:12][CH:11]=2. The yield is 1.00. (7) The reactants are C[O:2][C:3]([C:5]1[N:6]([CH2:26][CH2:27]OS(C)(=O)=O)[C:7]2[C:12]([C:13]=1[C:14]1[CH:19]=[CH:18][C:17]([O:20][CH3:21])=[CH:16][CH:15]=1)=[CH:11][C:10]([O:22][CH3:23])=[C:9]([O:24][CH3:25])[CH:8]=2)=O.[CH3:33][N:34](C=O)C. The catalyst is CN.C(O)C. The product is [CH3:25][O:24][C:9]1[C:10]([O:22][CH3:23])=[CH:11][C:12]2[C:13]([C:14]3[CH:15]=[CH:16][C:17]([O:20][CH3:21])=[CH:18][CH:19]=3)=[C:5]3[C:3](=[O:2])[N:34]([CH3:33])[CH2:27][CH2:26][N:6]3[C:7]=2[CH:8]=1. The yield is 0.240.